From a dataset of Catalyst prediction with 721,799 reactions and 888 catalyst types from USPTO. Predict which catalyst facilitates the given reaction. (1) Reactant: [CH:1]([C@@H:4]1[CH2:10][NH:9][CH2:8][C:7]2[CH:11]=[CH:12][C:13]([C:15]([O:17][CH3:18])=[O:16])=[CH:14][C:6]=2[O:5]1)([CH3:3])[CH3:2].CCN(CC)CC.[N:26]([C:29]1[CH:34]=[CH:33][C:32]([O:35][CH3:36])=[CH:31][CH:30]=1)=[C:27]=[O:28]. Product: [CH:1]([C@@H:4]1[CH2:10][N:9]([C:27](=[O:28])[NH:26][C:29]2[CH:30]=[CH:31][C:32]([O:35][CH3:36])=[CH:33][CH:34]=2)[CH2:8][C:7]2[CH:11]=[CH:12][C:13]([C:15]([O:17][CH3:18])=[O:16])=[CH:14][C:6]=2[O:5]1)([CH3:3])[CH3:2]. The catalyst class is: 2. (2) Reactant: [CH3:1][S:2]([NH:5][C:6]1[CH:11]=[CH:10][CH:9]=[CH:8][C:7]=1[CH:12]1[CH2:17][CH2:16][N:15]([C:18]([O:20][C:21]([CH3:24])([CH3:23])[CH3:22])=[O:19])[CH2:14][CH2:13]1)(=[O:4])=[O:3].[H-].[Na+].Br[CH2:28][CH:29]1[CH2:31][CH2:30]1. Product: [CH:29]1([CH2:28][N:5]([S:2]([CH3:1])(=[O:3])=[O:4])[C:6]2[CH:11]=[CH:10][CH:9]=[CH:8][C:7]=2[CH:12]2[CH2:13][CH2:14][N:15]([C:18]([O:20][C:21]([CH3:24])([CH3:23])[CH3:22])=[O:19])[CH2:16][CH2:17]2)[CH2:31][CH2:30]1. The catalyst class is: 3. (3) Reactant: [Si]([O:18][CH2:19][C:20]1[N:25]=[C:24]2[N:26]([CH2:29][CH3:30])[N:27]=[CH:28][C:23]2=[C:22]([C:31]2[CH:32]=[N:33][CH:34]=[C:35]([CH3:37])[CH:36]=2)[C:21]=1[CH2:38][CH2:39][C:40]([O:42][CH2:43][CH3:44])=[O:41])(C(C)(C)C)(C1C=CC=CC=1)C1C=CC=CC=1.[F-].C([N+](CCCC)(CCCC)CCCC)CCC. Product: [CH2:29]([N:26]1[C:24]2=[N:25][C:20]([CH2:19][OH:18])=[C:21]([CH2:38][CH2:39][C:40]([O:42][CH2:43][CH3:44])=[O:41])[C:22]([C:31]3[CH:32]=[N:33][CH:34]=[C:35]([CH3:37])[CH:36]=3)=[C:23]2[CH:28]=[N:27]1)[CH3:30]. The catalyst class is: 20. (4) Reactant: [F:1][C:2]([F:11])([F:10])[C:3]1[CH:4]=[C:5]([NH2:9])[CH:6]=[CH:7][CH:8]=1.Br[CH2:13][CH2:14][CH2:15][C:16]([O:18][CH2:19][CH3:20])=[O:17].C([O-])([O-])=O.[K+].[K+].O. Product: [CH2:19]([O:18][C:16](=[O:17])[CH2:15][CH2:14][CH2:13][NH:9][C:5]1[CH:6]=[CH:7][CH:8]=[C:3]([C:2]([F:10])([F:11])[F:1])[CH:4]=1)[CH3:20]. The catalyst class is: 31. (5) Reactant: [CH3:1][N:2]1[CH2:7][CH2:6][N:5]([C:8]2[CH:13]=[CH:12][N:11]=[CH:10][C:9]=2[N+:14]([O-])=O)[CH2:4][CH2:3]1. Product: [CH3:1][N:2]1[CH2:3][CH2:4][N:5]([C:8]2[CH:13]=[CH:12][N:11]=[CH:10][C:9]=2[NH2:14])[CH2:6][CH2:7]1. The catalyst class is: 19. (6) Reactant: CCOC(/N=N/C(OCC)=O)=O.[F:13][C:14]1[C:19]([N+:20]([O-:22])=[O:21])=[CH:18][CH:17]=[C:16]([F:23])[C:15]=1[OH:24].[C:25]([O:29][C:30](=[O:36])[NH:31][C@@H:32]([CH3:35])[CH2:33]O)([CH3:28])([CH3:27])[CH3:26].C1(P(C2C=CC=CC=2)C2C=CC=CC=2)C=CC=CC=1. Product: [C:25]([O:29][C:30](=[O:36])[NH:31][C@@H:32]([CH3:33])[CH2:35][O:24][C:15]1[C:16]([F:23])=[CH:17][CH:18]=[C:19]([N+:20]([O-:22])=[O:21])[C:14]=1[F:13])([CH3:28])([CH3:27])[CH3:26]. The catalyst class is: 1. (7) Reactant: [F:1][C:2]1[CH:34]=[CH:33][CH:32]=[C:31]([F:35])[C:3]=1[CH2:4][C:5]1[CH:10]=[CH:9][CH:8]=[C:7]([O:11][CH3:12])[C:6]=1[N:13]([S:18]([C:21]1[CH:26]=[CH:25][C:24]([O:27][CH3:28])=[C:23]([O:29][CH3:30])[CH:22]=1)(=[O:20])=[O:19])[CH2:14][C:15]([OH:17])=O.[CH2:36]([N:38]1CCOCC1)[CH3:37].ClC(OCC)=O.C(N)C. Product: [F:1][C:2]1[CH:34]=[CH:33][CH:32]=[C:31]([F:35])[C:3]=1[CH2:4][C:5]1[CH:10]=[CH:9][CH:8]=[C:7]([O:11][CH3:12])[C:6]=1[N:13]([S:18]([C:21]1[CH:26]=[CH:25][C:24]([O:27][CH3:28])=[C:23]([O:29][CH3:30])[CH:22]=1)(=[O:19])=[O:20])[CH2:14][C:15]([NH:38][CH2:36][CH3:37])=[O:17]. The catalyst class is: 54.